From a dataset of Catalyst prediction with 721,799 reactions and 888 catalyst types from USPTO. Predict which catalyst facilitates the given reaction. (1) Reactant: [CH:1]1[C:2]([CH2:10][C@@H:11]([NH2:28])[CH2:12][C:13]([N:15]2[CH2:27][C:19]3=[N:20][N:21]=[C:22]([C:23]([F:26])([F:25])[F:24])[N:18]3[CH2:17][CH2:16]2)=[O:14])=[C:3]([F:9])[CH:4]=[C:5]([F:8])[C:6]=1[F:7].O.OP(O)(O)=O.[OH-].[Na+]. Product: [CH:1]1[C:2]([CH2:10][C@@H:11]([NH2:28])[CH2:12][C:13]([N:15]2[CH2:27][C:19]3=[N:20][N:21]=[C:22]([C:23]([F:26])([F:25])[F:24])[N:18]3[CH2:17][CH2:16]2)=[O:14])=[C:3]([F:9])[CH:4]=[C:5]([F:8])[C:6]=1[F:7]. The catalyst class is: 6. (2) Reactant: [CH3:1]O.[Bi](Br)(Br)Br.[OH:7][CH:8]([C:10]1[CH:19]=[CH:18][C:13]([C:14]([O:16][CH3:17])=[O:15])=[CH:12][CH:11]=1)[CH3:9]. Product: [CH3:17][O:16][C:14](=[O:15])[C:13]1[CH:18]=[CH:19][C:10]([CH:8]([O:7][CH3:1])[CH3:9])=[CH:11][CH:12]=1. The catalyst class is: 717. (3) Reactant: [C:1]1([C:7]2([CH2:12][O:13][CH2:14][C:15]3[CH:20]=[C:19]([C:21]([F:24])([F:23])[F:22])[CH:18]=[C:17]([C:25]([F:28])([F:27])[F:26])[CH:16]=3)[CH2:11][CH:10]=[CH:9][CH2:8]2)[CH:6]=[CH:5][CH:4]=[CH:3][CH:2]=1.[OH2:29].OO.[OH-].[Na+]. Product: [F:28][C:25]([F:26])([F:27])[C:17]1[CH:16]=[C:15]([CH:20]=[C:19]([C:21]([F:22])([F:23])[F:24])[CH:18]=1)[CH2:14][O:13][CH2:12][C:7]1([C:1]2[CH:2]=[CH:3][CH:4]=[CH:5][CH:6]=2)[CH2:11][CH2:10][CH:9]([OH:29])[CH2:8]1. The catalyst class is: 56. (4) Reactant: P(CCCC)(CCCC)CCCC.C1CCN(C(N=NC(N2CCCCC2)=O)=O)CC1.[CH3:32][C:33]1[S:37][C:36]([C:38]2[CH:43]=[CH:42][C:41]([OH:44])=[CH:40][CH:39]=2)=[N:35][CH:34]=1.O[CH2:46][CH:47]1[CH:52]([NH:53][C:54](=[O:60])[O:55][C:56]([CH3:59])([CH3:58])[CH3:57])[CH2:51][CH2:50][O:49][CH2:48]1.[OH-].[Na+]. Product: [CH3:32][C:33]1[S:37][C:36]([C:38]2[CH:43]=[CH:42][C:41]([O:44][CH2:46][CH:47]3[CH:52]([NH:53][C:54](=[O:60])[O:55][C:56]([CH3:59])([CH3:58])[CH3:57])[CH2:51][CH2:50][O:49][CH2:48]3)=[CH:40][CH:39]=2)=[N:35][CH:34]=1. The catalyst class is: 11.